From a dataset of NCI-60 drug combinations with 297,098 pairs across 59 cell lines. Regression. Given two drug SMILES strings and cell line genomic features, predict the synergy score measuring deviation from expected non-interaction effect. Drug 1: CC1=C(C=C(C=C1)C(=O)NC2=CC(=CC(=C2)C(F)(F)F)N3C=C(N=C3)C)NC4=NC=CC(=N4)C5=CN=CC=C5. Drug 2: CC1=C2C(C(=O)C3(C(CC4C(C3C(C(C2(C)C)(CC1OC(=O)C(C(C5=CC=CC=C5)NC(=O)OC(C)(C)C)O)O)OC(=O)C6=CC=CC=C6)(CO4)OC(=O)C)O)C)O. Cell line: OVCAR-4. Synergy scores: CSS=14.4, Synergy_ZIP=8.67, Synergy_Bliss=11.7, Synergy_Loewe=0.980, Synergy_HSA=1.29.